Dataset: Full USPTO retrosynthesis dataset with 1.9M reactions from patents (1976-2016). Task: Predict the reactants needed to synthesize the given product. Given the product [CH3:6][CH:5]([CH3:7])[C@@H:4]([NH:8][S:9]([C:12]1[CH:22]=[CH:21][C:15]2[N:16]=[C:17]([S:19][CH3:20])[S:18][C:14]=2[CH:13]=1)(=[O:11])=[O:10])[C:3]([OH:23])=[O:2], predict the reactants needed to synthesize it. The reactants are: C[O:2][C:3](=[O:23])[C@H:4]([NH:8][S:9]([C:12]1[CH:22]=[CH:21][C:15]2[N:16]=[C:17]([S:19][CH3:20])[S:18][C:14]=2[CH:13]=1)(=[O:11])=[O:10])[CH:5]([CH3:7])[CH3:6].[Li+].[OH-].